Dataset: Full USPTO retrosynthesis dataset with 1.9M reactions from patents (1976-2016). Task: Predict the reactants needed to synthesize the given product. Given the product [Cl:1][C:2]1[CH:3]=[C:4]2[N:32]=[C:31]([O:33][C@H:34]3[C@H:38]4[O:39][CH2:40][C@@H:41]([OH:42])[C@H:37]4[O:36][CH2:35]3)[NH:30][C:5]2=[N:6][C:7]=1[C:8]1[CH:13]=[CH:12][C:11]([C:14]2[N:15]=[CH:16][C:17]([S:20]([CH3:29])(=[NH:22])=[O:21])=[CH:18][N:19]=2)=[CH:10][CH:9]=1, predict the reactants needed to synthesize it. The reactants are: [Cl:1][C:2]1[CH:3]=[C:4]2[N:32]=[C:31]([O:33][C@H:34]3[C@H:38]4[O:39][CH2:40][C@@H:41]([OH:42])[C@H:37]4[O:36][CH2:35]3)[N:30](COCC[Si](C)(C)C)[C:5]2=[N:6][C:7]=1[C:8]1[CH:13]=[CH:12][C:11]([C:14]2[N:19]=[CH:18][C:17]([S:20]([CH3:29])(=[N:22]C(=O)C(F)(F)F)=[O:21])=[CH:16][N:15]=2)=[CH:10][CH:9]=1.FC(F)(F)C(O)=O.